Dataset: Forward reaction prediction with 1.9M reactions from USPTO patents (1976-2016). Task: Predict the product of the given reaction. (1) Given the reactants [OH:1][C:2]1[CH:3]=[C:4]([CH:8]=[CH:9][C:10]=1[I:11])[C:5]([OH:7])=[O:6].S(Cl)(Cl)=O.[CH3:16]O, predict the reaction product. The product is: [CH3:16][O:6][C:5](=[O:7])[C:4]1[CH:8]=[CH:9][C:10]([I:11])=[C:2]([OH:1])[CH:3]=1. (2) Given the reactants [CH3:1][O:2][CH2:3][O:4][C:5]1[CH:6]=[C:7]([C:11]2[N:12]=[C:13]([N:23]3[CH2:28][CH2:27][O:26][CH2:25][CH2:24]3)[C:14]3[N:20]=[CH:19][C:18]([CH:21]=C)=[CH:17][C:15]=3[N:16]=2)[CH:8]=[CH:9][CH:10]=1.I([O-])(=O)(=O)=[O:30].[Na+].S([O-])([O-])(=O)=S.[Na+].[Na+], predict the reaction product. The product is: [CH3:1][O:2][CH2:3][O:4][C:5]1[CH:6]=[C:7]([C:11]2[N:12]=[C:13]([N:23]3[CH2:24][CH2:25][O:26][CH2:27][CH2:28]3)[C:14]3[N:20]=[CH:19][C:18]([CH:21]=[O:30])=[CH:17][C:15]=3[N:16]=2)[CH:8]=[CH:9][CH:10]=1. (3) The product is: [CH2:1]([O:3][C:4]([C:6]1[C:7]([O:26][C:27](=[O:29])[CH3:28])=[C:8]2[CH:16]=[CH:15][N:14]([CH2:17][C:18]3[CH:23]=[CH:22][C:21]([F:24])=[C:20]([F:25])[CH:19]=3)[C:9]2=[C:10]([C:12]#[N:13])[N:11]=1)=[O:5])[CH3:2]. Given the reactants [CH2:1]([O:3][C:4]([C:6]1[C:7]([OH:26])=[C:8]2[CH:16]=[CH:15][N:14]([CH2:17][C:18]3[CH:23]=[CH:22][C:21]([F:24])=[C:20]([F:25])[CH:19]=3)[C:9]2=[C:10]([C:12]#[N:13])[N:11]=1)=[O:5])[CH3:2].[C:27](OC(=O)C)(=[O:29])[CH3:28], predict the reaction product. (4) Given the reactants [CH3:1][C:2]1[C:15]2[N:14]([CH2:16][CH2:17][CH2:18]N)[C:13]3[C:8](=[CH:9][CH:10]=[CH:11][CH:12]=3)[S:7](=[O:20])[C:6]=2[CH:5]=[CH:4][C:3]=1[CH3:21].Br[CH2:23][C:24]#[N:25].C(=O)([O-])[O-].[K+].[K+].O, predict the reaction product. The product is: [CH3:1][C:2]1[C:15]2[N:14]([CH2:16][CH2:17][CH2:18][CH2:23][C:24]#[N:25])[C:13]3[C:8](=[CH:9][CH:10]=[CH:11][CH:12]=3)[S:7](=[O:20])[C:6]=2[CH:5]=[CH:4][C:3]=1[CH3:21]. (5) Given the reactants [N-:1]=[N+:2]=[N-:3].[Na+].Cl.[CH:6]([N:9]1[CH2:14][CH2:13][CH:12]([NH:15][S:16]([CH2:19][CH2:20][CH2:21]Cl)(=[O:18])=[O:17])[CH2:11][CH2:10]1)([CH3:8])[CH3:7].C([O-])([O-])=O.[K+].[K+], predict the reaction product. The product is: [CH:6]([N:9]1[CH2:14][CH2:13][CH:12]([NH:15][S:16]([CH2:19][CH2:20][CH2:21][N:1]=[N+:2]=[N-:3])(=[O:18])=[O:17])[CH2:11][CH2:10]1)([CH3:8])[CH3:7]. (6) Given the reactants Br[C:2]1[N:6]([CH3:7])[C:5]([CH3:8])=[N:4][CH:3]=1.C([Mg]Cl)(C)C.[Cl:14][C:15]1[CH:26]=[CH:25][C:18]([C:19](N(OC)C)=[O:20])=[CH:17][CH:16]=1, predict the reaction product. The product is: [Cl:14][C:15]1[CH:26]=[CH:25][C:18]([C:19]([C:2]2[N:6]([CH3:7])[C:5]([CH3:8])=[N:4][CH:3]=2)=[O:20])=[CH:17][CH:16]=1. (7) Given the reactants C([O:3][C:4](=[O:15])[C@H:5]([OH:14])[CH2:6][CH2:7][C:8]1[CH:13]=[CH:12][CH:11]=[CH:10][CH:9]=1)C.[OH-].[Na+], predict the reaction product. The product is: [OH:14][C@H:5]([CH2:6][CH2:7][C:8]1[CH:13]=[CH:12][CH:11]=[CH:10][CH:9]=1)[C:4]([OH:15])=[O:3]. (8) The product is: [Cl:1][C:2]1[CH:3]=[C:4]([N:8]([CH2:21][C:22]2[C:31]3[C:26](=[C:27]([F:32])[CH:28]=[CH:29][CH:30]=3)[NH:25][C:24](=[O:33])[CH:23]=2)[C:9]([C:11]2[S:15][CH:14]=[N:13][C:12]=2[C:16]([F:17])([F:18])[F:19])=[O:10])[CH:5]=[CH:6][CH:7]=1. Given the reactants [Cl:1][C:2]1[CH:3]=[C:4]([NH:8][C:9]([C:11]2[S:15][CH:14]=[N:13][C:12]=2[C:16]([F:19])([F:18])[F:17])=[O:10])[CH:5]=[CH:6][CH:7]=1.Br[CH2:21][C:22]1[C:31]2[C:26](=[C:27]([F:32])[CH:28]=[CH:29][CH:30]=2)[NH:25][C:24](=[O:33])[CH:23]=1, predict the reaction product. (9) Given the reactants C([O-])([O-])=O.[K+].[K+].Br[CH2:8][CH:9]1[O:13][CH2:12][CH2:11][O:10]1.[CH3:14][O:15][C:16]1[CH:17]=[C:18]([NH2:30])[CH:19]=[CH:20][C:21]=1[O:22][CH2:23][CH2:24][N:25]1[CH2:29][CH2:28][CH2:27][CH2:26]1, predict the reaction product. The product is: [O:10]1[CH2:11][CH2:12][O:13][CH:9]1[CH2:8][NH:30][C:18]1[CH:19]=[CH:20][C:21]([O:22][CH2:23][CH2:24][N:25]2[CH2:26][CH2:27][CH2:28][CH2:29]2)=[C:16]([O:15][CH3:14])[CH:17]=1. (10) Given the reactants [NH2:1][C:2]1[N:16]=[CH:15][C:14](Br)=[CH:13][C:3]=1[C:4]([NH:6][C:7]1[CH:12]=[CH:11][N:10]=[CH:9][CH:8]=1)=[O:5].[C:18]([O:22][C:23](=[O:40])[NH:24][C:25]1[CH:30]=[CH:29][CH:28]=[CH:27][C:26]=1B1OC(C)(C)C(C)(C)O1)([CH3:21])([CH3:20])[CH3:19], predict the reaction product. The product is: [C:18]([O:22][C:23](=[O:40])[NH:24][C:25]1[CH:26]=[CH:27][CH:28]=[CH:29][C:30]=1[C:14]1[CH:15]=[N:16][C:2]([NH2:1])=[C:3]([C:4](=[O:5])[NH:6][C:7]2[CH:12]=[CH:11][N:10]=[CH:9][CH:8]=2)[CH:13]=1)([CH3:21])([CH3:19])[CH3:20].